Dataset: Catalyst prediction with 721,799 reactions and 888 catalyst types from USPTO. Task: Predict which catalyst facilitates the given reaction. (1) Reactant: [CH2:1]([C:11]1[CH:16]=[CH:15][C:14](/[CH:17]=[CH:18]/[CH2:19][C:20]#[N:21])=[CH:13][CH:12]=1)[CH2:2][CH2:3][CH2:4][CH2:5][CH2:6][CH2:7][CH2:8][CH2:9][CH3:10]. Product: [CH2:1]([C:11]1[CH:12]=[CH:13][C:14]([CH2:17][CH2:18][CH2:19][C:20]#[N:21])=[CH:15][CH:16]=1)[CH2:2][CH2:3][CH2:4][CH2:5][CH2:6][CH2:7][CH2:8][CH2:9][CH3:10]. The catalyst class is: 320. (2) Reactant: C([O:4][C:5]1[C:14]([CH3:15])=[C:13]2[C:8]([C@@H:9]([OH:24])[C@H:10]([C:16]3[CH:21]=[CH:20][C:19]([O:22][CH3:23])=[CH:18][CH:17]=3)[CH2:11][O:12]2)=[CH:7][CH:6]=1)(=O)C.N1C=CN=C1. Product: [OH:4][C:5]1[C:14]([CH3:15])=[C:13]2[C:8]([C@@H:9]([OH:24])[C@H:10]([C:16]3[CH:21]=[CH:20][C:19]([O:22][CH3:23])=[CH:18][CH:17]=3)[CH2:11][O:12]2)=[CH:7][CH:6]=1. The catalyst class is: 8.